This data is from Full USPTO retrosynthesis dataset with 1.9M reactions from patents (1976-2016). The task is: Predict the reactants needed to synthesize the given product. (1) Given the product [I:1][C:2]1[C:10]2[C:5](=[CH:6][CH:7]=[C:8]([N+:11]([O-:13])=[O:12])[CH:9]=2)[N:4]([CH2:24][O:25][CH2:26][CH2:27][O:28][CH3:29])[N:3]=1, predict the reactants needed to synthesize it. The reactants are: [I:1][C:2]1[C:10]2[C:5](=[CH:6][CH:7]=[C:8]([N+:11]([O-:13])=[O:12])[CH:9]=2)[NH:4][N:3]=1.C[Si]([N-][Si](C)(C)C)(C)C.[Na+].[CH3:24][O:25][CH2:26][CH2:27][O:28][CH2:29]Cl. (2) The reactants are: [C:1]([C:5]1[CH:29]=[CH:28][C:8]([C:9]([NH:11][C:12]2[CH:17]=[CH:16][CH:15]=[C:14]([C:18]3[C:19]4[CH:26]=[CH:25][NH:24][C:20]=4[N:21]=[CH:22][N:23]=3)[C:13]=2[CH3:27])=[O:10])=[CH:7][CH:6]=1)([CH3:4])([CH3:3])[CH3:2].[H-].[Na+].[C:32]1([S:38](Cl)(=[O:40])=[O:39])[CH:37]=[CH:36][CH:35]=[CH:34][CH:33]=1. Given the product [C:32]1([S:38]([N:24]2[C:20]3[N:21]=[CH:22][N:23]=[C:18]([C:14]4[C:13]([CH3:27])=[C:12]([NH:11][C:9](=[O:10])[C:8]5[CH:7]=[CH:6][C:5]([C:1]([CH3:4])([CH3:2])[CH3:3])=[CH:29][CH:28]=5)[CH:17]=[CH:16][CH:15]=4)[C:19]=3[CH:26]=[CH:25]2)(=[O:40])=[O:39])[CH:37]=[CH:36][CH:35]=[CH:34][CH:33]=1, predict the reactants needed to synthesize it. (3) Given the product [NH2:1][C:2]1[C:11]([O:25][CH3:24])=[CH:10][C:5]([C:6]([O:8][CH3:9])=[O:7])=[C:4]([CH3:33])[C:3]=1[C:13]#[C:14][Si:15]([CH3:18])([CH3:17])[CH3:16], predict the reactants needed to synthesize it. The reactants are: [NH2:1][C:2]1[CH:11]=[CH:10][C:5]([C:6]([O:8][CH3:9])=[O:7])=[C:4](Cl)[C:3]=1[C:13]#[C:14][Si:15]([CH3:18])([CH3:17])[CH3:16].NC1C=CC([C:24](OC)=[O:25])=C(Cl)C=1I.N[C:33]1C(I)=CC(C(OC)=O)=C(Cl)C=1. (4) Given the product [CH3:8][C:3]1[C:2]([B:18]([OH:21])[OH:19])=[C:6]([CH3:7])[S:5][N:4]=1, predict the reactants needed to synthesize it. The reactants are: I[C:2]1[C:3]([CH3:8])=[N:4][S:5][C:6]=1[CH3:7].CC[Mg+].[Br-].C(OCC)C.[B:18](OC)([O:21]C)[O:19]C.